Predict the reaction yield, written as a fraction of the theoretical maximum amount of product (1.0 means a 100% yield; for example, 0.34 means a 34% yield). From a dataset of Reaction yield outcomes from USPTO patents with 853,638 reactions. (1) The reactants are C(N(CC)CC)C.[F:8][C:9]([F:20])([F:19])[C:10]1[CH:18]=[CH:17][C:13]([C:14](Cl)=[O:15])=[CH:12][CH:11]=1.[CH:21]([OH:24])([CH3:23])[CH3:22]. No catalyst specified. The product is [CH:21]([O:24][C:14](=[O:15])[C:13]1[CH:17]=[CH:18][C:10]([C:9]([F:8])([F:19])[F:20])=[CH:11][CH:12]=1)([CH3:23])[CH3:22]. The yield is 0.770. (2) The reactants are [C:1]([C:3]1[CH:27]=[CH:26][C:6]([CH2:7][N:8]2[CH2:13][CH2:12][CH:11]([NH:14][C:15]([C:17]3[CH:25]=[CH:24][C:20]([C:21]([OH:23])=O)=[CH:19][CH:18]=3)=[O:16])[CH2:10][CH2:9]2)=[CH:5][CH:4]=1)#[N:2].C(N(CC)CC)C.CN(C(ON1N=N[C:45]2[CH:46]=[CH:47][CH:48]=[N:49][C:44]1=2)=[N+](C)C)C.F[P-](F)(F)(F)(F)F.[CH2:59]([O:61][C:62]1[CH:74]=[CH:73][C:65]([CH2:66]C2CCNCC2)=[CH:64][CH:63]=1)[CH3:60]. The catalyst is CN(C)C=O.O. The product is [C:1]([C:3]1[CH:4]=[CH:5][C:6]([CH2:7][N:8]2[CH2:13][CH2:12][CH:11]([NH:14][C:15](=[O:16])[C:17]3[CH:18]=[CH:19][C:20]([C:21]([CH:46]4[CH2:45][CH2:44][N:49]([CH2:66][C:65]5[CH:73]=[CH:74][C:62]([O:61][CH2:59][CH3:60])=[CH:63][CH:64]=5)[CH2:48][CH2:47]4)=[O:23])=[CH:24][CH:25]=3)[CH2:10][CH2:9]2)=[CH:26][CH:27]=1)#[N:2]. The yield is 0.550. (3) The reactants are FC(F)(F)S([O:6][S:7]([C:10]([F:13])([F:12])[F:11])(=[O:9])=[O:8])(=O)=O.[F:16][C:17]1[CH:18]=[C:19]([CH2:24][C:25]([O:27][CH3:28])=[O:26])[CH:20]=[CH:21][C:22]=1O.C(N(CC)CC)C. The catalyst is C(Cl)Cl. The product is [F:16][C:17]1[CH:18]=[C:19]([CH2:24][C:25]([O:27][CH3:28])=[O:26])[CH:20]=[CH:21][C:22]=1[O:6][S:7]([C:10]([F:11])([F:12])[F:13])(=[O:8])=[O:9]. The yield is 0.655. (4) The reactants are Br[C:2]1[N:6]2[C:7]3[CH:14]=[C:13]([O:15][CH:16]([CH3:18])[CH3:17])[C:12]([O:19][CH3:20])=[CH:11][C:8]=3[O:9][CH2:10][C:5]2=[C:4]([C:21]([N:23]([C:25]([CH3:28])([CH3:27])[CH3:26])[CH3:24])=[O:22])[N:3]=1.[S:29]1[CH:33]=[CH:32][CH:31]=[C:30]1B(O)O.C([O-])([O-])=O.[K+].[K+].O. The catalyst is O1CCOCC1.C1C=CC([P]([Pd]([P](C2C=CC=CC=2)(C2C=CC=CC=2)C2C=CC=CC=2)([P](C2C=CC=CC=2)(C2C=CC=CC=2)C2C=CC=CC=2)[P](C2C=CC=CC=2)(C2C=CC=CC=2)C2C=CC=CC=2)(C2C=CC=CC=2)C2C=CC=CC=2)=CC=1. The product is [C:25]([N:23]([CH3:24])[C:21]([C:4]1[N:3]=[C:2]([C:30]2[S:29][CH:33]=[CH:32][CH:31]=2)[N:6]2[C:5]=1[CH2:10][O:9][C:8]1[CH:11]=[C:12]([O:19][CH3:20])[C:13]([O:15][CH:16]([CH3:18])[CH3:17])=[CH:14][C:7]2=1)=[O:22])([CH3:28])([CH3:27])[CH3:26]. The yield is 0.930. (5) The reactants are [C:1]([O:5][C:6](=[O:23])[C:7]1[CH:12]=[CH:11][C:10]([N:13]2[CH2:18][CH2:17][N:16]([CH3:19])[CH2:15][CH2:14]2)=[CH:9][C:8]=1[N+:20]([O-])=O)([CH3:4])([CH3:3])[CH3:2]. The catalyst is [Pd].C(O)C. The product is [C:1]([O:5][C:6](=[O:23])[C:7]1[CH:12]=[CH:11][C:10]([N:13]2[CH2:18][CH2:17][N:16]([CH3:19])[CH2:15][CH2:14]2)=[CH:9][C:8]=1[NH2:20])([CH3:4])([CH3:2])[CH3:3]. The yield is 0.950. (6) The reactants are [CH:1]12[CH2:13][CH2:12][CH:8]([CH2:9][NH:10][CH2:11]1)[C:7]1[C:2]2=[CH:3][C:4]([NH:14][C:15]2[N:20]=[C:19]([NH:21][C:22]3[CH:31]=[CH:30][CH:29]=[CH:28][C:23]=3[C:24]([NH:26][CH3:27])=[O:25])[C:18]([Cl:32])=[CH:17][N:16]=2)=[CH:5][CH:6]=1.C(=O)([O-])[O-].[Cs+].[Cs+].[CH2:39](Br)[C:40]#[CH:41]. The catalyst is CC(C)=O. The product is [Cl:32][C:18]1[C:19]([NH:21][C:22]2[CH:31]=[CH:30][CH:29]=[CH:28][C:23]=2[C:24]([NH:26][CH3:27])=[O:25])=[N:20][C:15]([NH:14][C:4]2[CH:3]=[C:2]3[C:7](=[CH:6][CH:5]=2)[CH:8]2[CH2:12][CH2:13][CH:1]3[CH2:11][N:10]([CH2:41][C:40]#[CH:39])[CH2:9]2)=[N:16][CH:17]=1. The yield is 0.920.